Dataset: Catalyst prediction with 721,799 reactions and 888 catalyst types from USPTO. Task: Predict which catalyst facilitates the given reaction. (1) Reactant: Cl.CC1C=CC(S(OC[C@@H]2O[C:18]3[C:20]([CH3:25])=[C:21]([NH2:24])[CH:22]=[CH:23][C:17]=3OC2)(=O)=O)=CC=1.[C:26]([O-:29])(=O)[CH3:27].[K+].C(OC(=O)C)(=O)C.[N:38](OCCC(C)C)=O. Product: [C:26]([C:25]1[C:20]2[C:21](=[CH:22][CH:23]=[CH:17][CH:18]=2)[NH:24][N:38]=1)(=[O:29])[CH3:27]. The catalyst class is: 48. (2) Reactant: [C:9](O[C:9]([O:11][C:12]([CH3:15])([CH3:14])[CH3:13])=[O:10])([O:11][C:12]([CH3:15])([CH3:14])[CH3:13])=[O:10].C(N(CC)CC)C.Cl.[F:24][C:25]1[CH:30]=[CH:29][CH:28]=[CH:27][C:26]=1[NH:31][NH2:32]. Product: [C:12]([O:11][C:9]([NH:32][NH:31][C:26]1[CH:27]=[CH:28][CH:29]=[CH:30][C:25]=1[F:24])=[O:10])([CH3:13])([CH3:14])[CH3:15]. The catalyst class is: 5.